Predict the reactants needed to synthesize the given product. From a dataset of Full USPTO retrosynthesis dataset with 1.9M reactions from patents (1976-2016). (1) Given the product [CH3:25][S:26]([O:29][CH2:30][C:31]#[C:32][CH2:33][N:10]1[C:11]2[CH:16]=[CH:15][CH:14]=[CH:13][C:12]=2[N:8]([C:3]2[CH:4]=[CH:5][CH:6]=[CH:7][C:2]=2[F:1])[S:9]1(=[O:18])=[O:17])(=[O:28])=[O:27], predict the reactants needed to synthesize it. The reactants are: [F:1][C:2]1[CH:7]=[CH:6][CH:5]=[CH:4][C:3]=1[N:8]1[C:12]2[CH:13]=[CH:14][CH:15]=[CH:16][C:11]=2[NH:10][S:9]1(=[O:18])=[O:17].C(=O)([O-])[O-].[Cs+].[Cs+].[CH3:25][S:26]([O:29][CH2:30][C:31]#[C:32][CH2:33]OS(C)(=O)=O)(=[O:28])=[O:27]. (2) Given the product [F:33][C:27]1[CH:28]=[C:29]([F:32])[CH:30]=[CH:31][C:26]=1[N:23]1[C:24]2[C:19](=[CH:18][C:17]([F:38])=[C:16]([N:14]3[CH2:15][CH:11]4[CH:12]([C:8]([CH2:5][OH:40])=[N:9][O:10]4)[CH2:13]3)[N:25]=2)[C:20](=[O:37])[C:21]([C:34]([OH:36])=[O:35])=[CH:22]1, predict the reactants needed to synthesize it. The reactants are: ClC1C=C[C:5]([C:8]2[CH:12]3[CH2:13][N:14]([C:16]4[N:25]=[C:24]5[C:19]([C:20](=[O:37])[C:21]([C:34]([OH:36])=[O:35])=[CH:22][N:23]5[C:26]5[CH:31]=[CH:30][C:29]([F:32])=[CH:28][C:27]=5[F:33])=[CH:18][C:17]=4[F:38])[CH2:15][CH:11]3[O:10][N:9]=2)=CC=1.C(O)(C(F)(F)F)=[O:40]. (3) Given the product [Cl:1][C:2]1[CH:7]=[CH:6][C:5]([C:8]([OH:39])([C:33]2[N:34]([CH3:38])[CH:35]=[N:36][CH:37]=2)[C:9]2[CH:10]=[C:11]3[C:16](=[CH:17][CH:18]=2)[N:15]([CH3:19])[C:14](=[O:20])[CH:13]=[C:12]3[C:21]2[CH:26]=[CH:25][CH:24]=[C:23]([C:27]#[CH:28])[CH:22]=2)=[CH:4][CH:3]=1, predict the reactants needed to synthesize it. The reactants are: [Cl:1][C:2]1[CH:7]=[CH:6][C:5]([C:8]([OH:39])([C:33]2[N:34]([CH3:38])[CH:35]=[N:36][CH:37]=2)[C:9]2[CH:10]=[C:11]3[C:16](=[CH:17][CH:18]=2)[N:15]([CH3:19])[C:14](=[O:20])[CH:13]=[C:12]3[C:21]2[CH:26]=[CH:25][CH:24]=[C:23]([C:27]#[C:28][Si](C)(C)C)[CH:22]=2)=[CH:4][CH:3]=1.[F-].C([N+](CCCC)(CCCC)CCCC)CCC. (4) Given the product [CH3:29][CH:30]([CH3:36])[CH2:31][C:32]1[O:28][C:26]([CH:11]2[CH2:12][CH:13]([C:15]3[CH:16]=[CH:17][C:18]([O:21][C:22]([F:25])([F:24])[F:23])=[CH:19][CH:20]=3)[CH2:14][N:9]([C:7]([N:1]3[CH2:2][CH2:3][O:4][CH2:5][CH2:6]3)=[O:8])[CH2:10]2)=[N:35][N:34]=1, predict the reactants needed to synthesize it. The reactants are: [N:1]1([C:7]([N:9]2[CH2:14][CH:13]([C:15]3[CH:20]=[CH:19][C:18]([O:21][C:22]([F:25])([F:24])[F:23])=[CH:17][CH:16]=3)[CH2:12][CH:11]([C:26]([OH:28])=O)[CH2:10]2)=[O:8])[CH2:6][CH2:5][O:4][CH2:3][CH2:2]1.[CH3:29][CH:30]([CH3:36])[CH2:31][C:32]([NH:34][NH2:35])=O. (5) Given the product [CH3:17][O:16][C:12]1[CH:13]=[CH:14][CH:15]=[C:5]2[C:6]=1[C:7](=[O:8])[N:2]([CH3:1])[CH2:4]2, predict the reactants needed to synthesize it. The reactants are: [CH3:1][NH2:2].Br[CH2:4][C:5]1[CH:15]=[CH:14][CH:13]=[C:12]([O:16][CH3:17])[C:6]=1[C:7](OCC)=[O:8]. (6) The reactants are: [Br:1][C:2]1[C:3](=[O:17])[NH:4][C:5](=[O:16])[N:6]([CH2:8][CH2:9][C:10]2[CH:15]=[CH:14][CH:13]=[CH:12][CH:11]=2)[N:7]=1.ICC[C:21]1[CH:26]=[CH:25][CH:24]=[C:23]([O:27]C2C=CC=CC=2)[CH:22]=1.C(I)CC1C=CC=CC=1. Given the product [Br:1][C:2]1[C:3](=[O:17])[NH:4][C:5](=[O:16])[N:6]([CH2:8][CH2:9][C:10]2[CH:15]=[CH:14][CH:13]=[C:12]([O:27][C:23]3[CH:24]=[CH:25][CH:26]=[CH:21][CH:22]=3)[CH:11]=2)[N:7]=1, predict the reactants needed to synthesize it. (7) Given the product [OH:5][C:4]([CH2:6][CH2:7][NH:8][C:9]([NH:11][CH2:12][CH2:13][O:14][CH2:15][CH2:16][O:17][CH2:18][CH2:19][O:20][CH3:21])=[O:10])=[O:3], predict the reactants needed to synthesize it. The reactants are: C([O:3][C:4]([CH2:6][CH2:7][NH:8][C:9]([NH:11][CH2:12][CH2:13][O:14][CH2:15][CH2:16][O:17][CH2:18][CH2:19][O:20][CH3:21])=[O:10])=[O:5])C.CO.[OH-].[Na+]. (8) Given the product [Cl:1][C:2]1[CH:31]=[CH:30][C:5]([CH2:6][C@@H:7]([C:22]2[CH:23]=[C:24]([CH:27]=[CH:28][CH:29]=2)[C:25]#[N:26])[C@@H:8]([NH:10][CH:11]([C:15]2[CH:20]=[CH:19][CH:18]=[C:17]([C:32]#[N:33])[CH:16]=2)[CH2:12][C:13]#[N:14])[CH3:9])=[CH:4][CH:3]=1, predict the reactants needed to synthesize it. The reactants are: [Cl:1][C:2]1[CH:31]=[CH:30][C:5]([CH2:6][C@@H:7]([C:22]2[CH:23]=[C:24]([CH:27]=[CH:28][CH:29]=2)[C:25]#[N:26])[C@@H:8]([NH:10][CH:11]([C:15]2[CH:20]=[CH:19][CH:18]=[C:17](Br)[CH:16]=2)[CH2:12][C:13]#[N:14])[CH3:9])=[CH:4][CH:3]=1.[CH3:32][N:33](C=O)C. (9) Given the product [CH3:11][N:12]([C:2]1[C:3]2[CH:10]=[CH:9][NH:8][C:4]=2[N:5]=[CH:6][N:7]=1)[C@H:13]1[CH2:22][C@H:16]2[CH2:17][NH:18][C:19](=[O:21])[CH2:20][C@H:15]2[CH2:14]1.[CH3:11][N:12]([C:2]1[C:3]2[CH:10]=[CH:9][NH:8][C:4]=2[N:5]=[CH:6][N:7]=1)[C@@H:13]1[CH2:22][C@H:16]2[CH2:17][NH:18][C:19](=[O:21])[CH2:20][C@H:15]2[CH2:14]1, predict the reactants needed to synthesize it. The reactants are: Cl[C:2]1[C:3]2[CH:10]=[CH:9][NH:8][C:4]=2[N:5]=[C-:6][N:7]=1.[CH3:11][NH:12][CH:13]1[CH2:22][C@@H:16]2[CH2:17][NH:18][C:19](=[O:21])[CH2:20][C@@H:15]2[CH2:14]1.C(=O)([O-])[O-].[K+].[K+].